Dataset: NCI-60 drug combinations with 297,098 pairs across 59 cell lines. Task: Regression. Given two drug SMILES strings and cell line genomic features, predict the synergy score measuring deviation from expected non-interaction effect. (1) Drug 1: CC1=C(C(=CC=C1)Cl)NC(=O)C2=CN=C(S2)NC3=CC(=NC(=N3)C)N4CCN(CC4)CCO. Drug 2: CCN(CC)CCCC(C)NC1=C2C=C(C=CC2=NC3=C1C=CC(=C3)Cl)OC. Cell line: DU-145. Synergy scores: CSS=32.6, Synergy_ZIP=-11.5, Synergy_Bliss=-1.67, Synergy_Loewe=-3.88, Synergy_HSA=-0.579. (2) Drug 1: C1=CN(C(=O)N=C1N)C2C(C(C(O2)CO)O)O.Cl. Drug 2: C1C(C(OC1N2C=NC3=C2NC=NCC3O)CO)O. Cell line: SF-295. Synergy scores: CSS=24.3, Synergy_ZIP=-9.35, Synergy_Bliss=-8.54, Synergy_Loewe=-14.5, Synergy_HSA=-6.72. (3) Drug 1: C1CCC(CC1)NC(=O)N(CCCl)N=O. Drug 2: C1=CN(C(=O)N=C1N)C2C(C(C(O2)CO)O)O.Cl. Cell line: RXF 393. Synergy scores: CSS=21.9, Synergy_ZIP=-6.33, Synergy_Bliss=-2.45, Synergy_Loewe=-0.401, Synergy_HSA=0.315. (4) Drug 1: CCC(=C(C1=CC=CC=C1)C2=CC=C(C=C2)OCCN(C)C)C3=CC=CC=C3.C(C(=O)O)C(CC(=O)O)(C(=O)O)O. Drug 2: CC(C)NC(=O)C1=CC=C(C=C1)CNNC.Cl. Cell line: UO-31. Synergy scores: CSS=6.93, Synergy_ZIP=-0.935, Synergy_Bliss=2.66, Synergy_Loewe=1.22, Synergy_HSA=1.29. (5) Drug 1: C1=C(C(=O)NC(=O)N1)F. Drug 2: CC1=C(C=C(C=C1)NC(=O)C2=CC=C(C=C2)CN3CCN(CC3)C)NC4=NC=CC(=N4)C5=CN=CC=C5. Cell line: T-47D. Synergy scores: CSS=25.9, Synergy_ZIP=-4.39, Synergy_Bliss=-8.51, Synergy_Loewe=-10.0, Synergy_HSA=-8.09. (6) Drug 1: CCC1(CC2CC(C3=C(CCN(C2)C1)C4=CC=CC=C4N3)(C5=C(C=C6C(=C5)C78CCN9C7C(C=CC9)(C(C(C8N6C=O)(C(=O)OC)O)OC(=O)C)CC)OC)C(=O)OC)O.OS(=O)(=O)O. Drug 2: C1=NC2=C(N1)C(=S)N=CN2. Cell line: NCIH23. Synergy scores: CSS=51.6, Synergy_ZIP=-10.2, Synergy_Bliss=-9.01, Synergy_Loewe=-9.77, Synergy_HSA=-4.28. (7) Drug 1: CC1=C(C(=CC=C1)Cl)NC(=O)C2=CN=C(S2)NC3=CC(=NC(=N3)C)N4CCN(CC4)CCO. Drug 2: N.N.Cl[Pt+2]Cl. Cell line: NCI-H460. Synergy scores: CSS=48.8, Synergy_ZIP=-2.75, Synergy_Bliss=-4.94, Synergy_Loewe=-5.16, Synergy_HSA=-3.75. (8) Drug 1: C1CNP(=O)(OC1)N(CCCl)CCCl. Drug 2: CC12CCC3C(C1CCC2OP(=O)(O)O)CCC4=C3C=CC(=C4)OC(=O)N(CCCl)CCCl.[Na+]. Cell line: HS 578T. Synergy scores: CSS=1.26, Synergy_ZIP=1.26, Synergy_Bliss=3.87, Synergy_Loewe=1.38, Synergy_HSA=2.15. (9) Drug 1: CNC(=O)C1=CC=CC=C1SC2=CC3=C(C=C2)C(=NN3)C=CC4=CC=CC=N4. Drug 2: CC1=C(C=C(C=C1)NC2=NC=CC(=N2)N(C)C3=CC4=NN(C(=C4C=C3)C)C)S(=O)(=O)N.Cl. Cell line: RPMI-8226. Synergy scores: CSS=-4.06, Synergy_ZIP=7.57, Synergy_Bliss=11.9, Synergy_Loewe=4.53, Synergy_HSA=4.04. (10) Cell line: MCF7. Synergy scores: CSS=28.5, Synergy_ZIP=1.58, Synergy_Bliss=1.35, Synergy_Loewe=0.281, Synergy_HSA=1.11. Drug 1: C1=CC(=CC=C1CCC2=CNC3=C2C(=O)NC(=N3)N)C(=O)NC(CCC(=O)O)C(=O)O. Drug 2: B(C(CC(C)C)NC(=O)C(CC1=CC=CC=C1)NC(=O)C2=NC=CN=C2)(O)O.